From a dataset of Full USPTO retrosynthesis dataset with 1.9M reactions from patents (1976-2016). Predict the reactants needed to synthesize the given product. The reactants are: Cl[C:2]1[CH:3]=[C:4]([N:13]([CH2:15][C:16]2[CH:21]=[CH:20][CH:19]=[CH:18][C:17]=2[CH2:22][C:23]([O:25]C)=[O:24])[CH3:14])[CH:5]=[C:6]([NH:8][CH2:9][CH:10]2[CH2:12][CH2:11]2)[CH:7]=1.[C:27]([O:31][C:32]([NH:34][C@@H:35]([C:37]1[C:38]([F:66])=[C:39](C2C=C(O)C=C(COC3C=CC=CC=3CC(OC(C)(C)C)=O)C=2)[CH:40]=[CH:41][CH:42]=1)[CH3:36])=[O:33])([CH3:30])([CH3:29])[CH3:28].[O-]P([O-])([O-])=O.[K+].[K+].[K+]. Given the product [C:27]([O:31][C:32]([NH:34][C@@H:35]([C:37]1[C:38]([F:66])=[C:39]([C:2]2[CH:7]=[C:6]([NH:8][CH2:9][CH:10]3[CH2:12][CH2:11]3)[CH:5]=[C:4]([N:13]([CH2:15][C:16]3[CH:21]=[CH:20][CH:19]=[CH:18][C:17]=3[CH2:22][C:23]([OH:25])=[O:24])[CH3:14])[CH:3]=2)[CH:40]=[CH:41][CH:42]=1)[CH3:36])=[O:33])([CH3:28])([CH3:29])[CH3:30], predict the reactants needed to synthesize it.